The task is: Regression/Classification. Given a drug SMILES string, predict its absorption, distribution, metabolism, or excretion properties. Task type varies by dataset: regression for continuous measurements (e.g., permeability, clearance, half-life) or binary classification for categorical outcomes (e.g., BBB penetration, CYP inhibition). Dataset: cyp2c9_veith.. This data is from CYP2C9 inhibition data for predicting drug metabolism from PubChem BioAssay. (1) The molecule is CC1CCN(CCCCOc2ccccc2[N+](=O)[O-])CC1.O=C(O)C(=O)O. The result is 0 (non-inhibitor). (2) The molecule is COc1cc2c(cc1OC)[C@@]13CCN4C=C5CCO[C@H]6CC(=O)N2[C@@H]1[C@@H]6[C@H]5C[C@H]43. The result is 0 (non-inhibitor). (3) The molecule is CN1CCN(c2ccc3nc(-c4ccc5nc(-c6ccc(O)cc6)[nH]c5c4)[nH]c3c2)CC1. The result is 0 (non-inhibitor). (4) The drug is CCCCCCC(C)n1cc(C(C)=O)c(=O)[nH]c1=O. The result is 0 (non-inhibitor). (5) The drug is O=C(O)/C=C\c1ccc(Cn2ccnc2)cc1. The result is 0 (non-inhibitor). (6) The result is 0 (non-inhibitor). The molecule is O=C(O)[C@H]1C2c3ccccc3C(c3ccccc32)[C@@H]1C(=O)NCC1CC1. (7) The compound is CCN1C(=O)[C@H]2CC[C@H]3/C(=N\O[C@@H](C)CN4CCCCc5nc(C)c(C)cc54)C[C@@H](O)[C@@H](O)[C@@H]3[C@@H]2C1=O. The result is 0 (non-inhibitor). (8) The molecule is Cl.O=C(CNCCO)N1CCc2ccccc21. The result is 0 (non-inhibitor). (9) The drug is COc1cccc(Cn2c(=O)c(-c3cc(F)cc(F)c3)nc3cnc(N4CCN(C)CC4)nc32)c1. The result is 0 (non-inhibitor).